The task is: Regression/Classification. Given a drug SMILES string, predict its toxicity properties. Task type varies by dataset: regression for continuous values (e.g., LD50, hERG inhibition percentage) or binary classification for toxic/non-toxic outcomes (e.g., AMES mutagenicity, cardiotoxicity, hepatotoxicity). Dataset: ld50_zhu.. This data is from Acute oral toxicity (LD50) regression data from Zhu et al.. (1) The rat oral LD50 is 2.41, given as -log10 of the dose in mol/kg body weight (higher means more acutely toxic). The drug is CCOC(=S)C=Cc1ccc(OC)c(OC)c1. (2) The drug is CN(C)N=Nc1ccccc1. The rat oral LD50 is 2.68, given as -log10 of the dose in mol/kg body weight (higher means more acutely toxic). (3) The molecule is NCCCNCCSP(=O)(O)O. The rat oral LD50 is 2.41, given as -log10 of the dose in mol/kg body weight (higher means more acutely toxic). (4) The compound is CCOC(=O)C(C)Oc1ccc(Oc2nc3ccc(Cl)cc3s2)cc1. The rat oral LD50 is 2.62, given as -log10 of the dose in mol/kg body weight (higher means more acutely toxic). (5) The molecule is O=P(O)(O)OC(=CCl)c1ccc(Cl)cc1Cl. The rat oral LD50 is 4.37, given as -log10 of the dose in mol/kg body weight (higher means more acutely toxic).